Dataset: Catalyst prediction with 721,799 reactions and 888 catalyst types from USPTO. Task: Predict which catalyst facilitates the given reaction. (1) Reactant: [Cl:1][C:2]1[CH:25]=[CH:24][C:5]([C:6](=[O:23])[CH2:7][N:8]2[C:12]3[CH:13]=[CH:14][CH:15]=[CH:16][C:11]=3[N:10]=[C:9]2[C:17]2[C:18]([NH2:22])=[N:19][O:20][N:21]=2)=[CH:4][CH:3]=1.[C:26](=O)([O-])[O-].[K+].[K+].COS(OC)(=O)=O. Product: [CH3:26][NH:22][C:18]1[C:17]([C:9]2[N:8]([CH2:7][C:6]([C:5]3[CH:4]=[CH:3][C:2]([Cl:1])=[CH:25][CH:24]=3)=[O:23])[C:12]3[CH:13]=[CH:14][CH:15]=[CH:16][C:11]=3[N:10]=2)=[N:21][O:20][N:19]=1. The catalyst class is: 21. (2) Reactant: F[C:2]1[CH:7]=[CH:6][CH:5]=[CH:4][C:3]=1[C:8](=[O:17])[C:9](=[N:15][NH2:16])[C:10]([O:12][CH2:13][CH3:14])=[O:11].Br[CH2:19][C:20]1[CH:25]=[CH:24][C:23]([N:26]2[CH:30]=[CH:29][CH:28]=[N:27]2)=[CH:22][CH:21]=1.[H-].[Na+].[Cl-].[NH4+]. Product: [O:17]=[C:8]1[C:3]2[C:4](=[CH:5][CH:6]=[CH:7][CH:2]=2)[N:16]([CH2:19][C:20]2[CH:21]=[CH:22][C:23]([N:26]3[CH:30]=[CH:29][CH:28]=[N:27]3)=[CH:24][CH:25]=2)[N:15]=[C:9]1[C:10]([O:12][CH2:13][CH3:14])=[O:11]. The catalyst class is: 35. (3) Reactant: C([Si]([O:8][CH2:9][C:10]1[CH:14]=[C:13]([CH2:15]B2OCC(C)(C)CO2)[O:12][C:11]=1[CH3:24])(C)C)(C)(C)C.ClC1[N:27]=[N:28][C:29]([CH3:32])=[CH:30][CH:31]=1.C(=O)([O-])[O-].[Na+].[Na+].COCCOC. Product: [CH3:24][C:11]1[O:12][C:13]([C:15]2[N:27]=[N:28][C:29]([CH3:32])=[CH:30][CH:31]=2)=[CH:14][C:10]=1[CH2:9][OH:8]. The catalyst class is: 103. (4) Reactant: [C:1]([O:5][C:6]([C:8]1[CH:45]=[C:44]([F:46])[C:11]([CH2:12][N:13]2[CH:17]=[C:16]([C:18]3[C:23]4[O:24][CH2:25][CH:26]([OH:43])[CH2:27][N:28]([C:29]([O:31][CH2:32][CH2:33][O:34][C:35]5[CH:40]=[CH:39][CH:38]=[C:37]([Cl:41])[C:36]=5[CH3:42])=[O:30])[C:22]=4[CH:21]=[CH:20][CH:19]=3)[CH:15]=[N:14]2)=[C:10]([Cl:47])[CH:9]=1)=[O:7])([CH3:4])([CH3:3])[CH3:2].CC(OI1(OC(C)=O)(OC(C)=O)OC(=O)C2C=CC=CC1=2)=O. Product: [C:1]([O:5][C:6]([C:8]1[CH:45]=[C:44]([F:46])[C:11]([CH2:12][N:13]2[CH:17]=[C:16]([C:18]3[C:23]4[O:24][CH2:25][C:26](=[O:43])[CH2:27][N:28]([C:29]([O:31][CH2:32][CH2:33][O:34][C:35]5[CH:40]=[CH:39][CH:38]=[C:37]([Cl:41])[C:36]=5[CH3:42])=[O:30])[C:22]=4[CH:21]=[CH:20][CH:19]=3)[CH:15]=[N:14]2)=[C:10]([Cl:47])[CH:9]=1)=[O:7])([CH3:4])([CH3:2])[CH3:3]. The catalyst class is: 754. (5) Reactant: Cl.[C:2]1(=[O:13])[C:7]2([CH2:12][CH2:11][NH:10][CH2:9][CH2:8]2)[CH2:6][CH2:5][CH2:4][NH:3]1.C(N(CC)CC)C.[F:21][C:22]([F:34])([F:33])[C:23]1[CH:24]=[C:25]([S:29](Cl)(=[O:31])=[O:30])[CH:26]=[CH:27][CH:28]=1. Product: [F:34][C:22]([F:21])([F:33])[C:23]1[CH:24]=[C:25]([S:29]([N:10]2[CH2:11][CH2:12][C:7]3([C:2](=[O:13])[NH:3][CH2:4][CH2:5][CH2:6]3)[CH2:8][CH2:9]2)(=[O:30])=[O:31])[CH:26]=[CH:27][CH:28]=1. The catalyst class is: 4. (6) Reactant: I[C:2]1[CH:7]=[CH:6][C:5]([I:8])=[CH:4][CH:3]=1.[CH3:9][C@H:10]1[O:15][C@@H:14]([CH3:16])[CH2:13][NH:12][CH2:11]1. Product: [I:8][C:5]1[CH:6]=[CH:7][C:2]([N:12]2[CH2:11][C@@H:10]([CH3:9])[O:15][C@@H:14]([CH3:16])[CH2:13]2)=[CH:3][CH:4]=1. The catalyst class is: 25.